From a dataset of Full USPTO retrosynthesis dataset with 1.9M reactions from patents (1976-2016). Predict the reactants needed to synthesize the given product. Given the product [Cl:1][C:2]1[C:11]2[CH2:10][N:9]([C@H:12]([C:16]([CH3:17])([CH3:19])[CH3:18])[C:13]([NH:27][CH2:26][CH2:25][C:24]#[N:23])=[O:15])[C:8](=[O:20])[C:7]3=[CH:21][NH:22][C:5]([C:6]=23)=[N:4][CH:3]=1, predict the reactants needed to synthesize it. The reactants are: [Cl:1][C:2]1[C:11]2[CH2:10][N:9]([C@H:12]([C:16]([CH3:19])([CH3:18])[CH3:17])[C:13]([OH:15])=O)[C:8](=[O:20])[C:7]3=[CH:21][NH:22][C:5]([C:6]=23)=[N:4][CH:3]=1.[NH2:23][CH2:24][CH2:25][C:26]#[N:27].C1C=CC2N(O)N=NC=2C=1.C(Cl)CCl.